Dataset: Full USPTO retrosynthesis dataset with 1.9M reactions from patents (1976-2016). Task: Predict the reactants needed to synthesize the given product. (1) Given the product [F:15][CH:2]([F:1])[C:3]1[CH:7]=[C:6]([CH:8]([F:9])[F:10])[N:5]([CH2:11][C:12]([N:44]2[CH2:45][CH2:46][CH:41]([C:38]3[S:39][CH:40]=[C:36]([C:33]4[CH2:32][CH:31]([C:25]5[C:26]([OH:30])=[CH:27][CH:28]=[CH:29][C:24]=5[Cl:23])[O:35][N:34]=4)[N:37]=3)[CH2:42][CH2:43]2)=[O:14])[N:4]=1, predict the reactants needed to synthesize it. The reactants are: [F:1][CH:2]([F:15])[C:3]1[CH:7]=[C:6]([CH:8]([F:10])[F:9])[N:5]([CH2:11][C:12]([OH:14])=O)[N:4]=1.C(Cl)(=O)C(Cl)=O.[Cl-].[Cl:23][C:24]1[CH:29]=[CH:28][CH:27]=[C:26]([OH:30])[C:25]=1[CH:31]1[O:35][N:34]=[C:33]([C:36]2[N:37]=[C:38]([CH:41]3[CH2:46][CH2:45][NH2+:44][CH2:43][CH2:42]3)[S:39][CH:40]=2)[CH2:32]1.C(N(CC)CC)C.C(=O)([O-])O.[Na+]. (2) Given the product [NH:21]1[CH2:22][CH2:23][CH2:24][CH:19]([N:18]2[C:17]3[CH:32]=[CH:33][CH:34]=[CH:35][C:16]=3[N:15]=[C:14]2[NH:13][C:11]([C:9]2[S:10][C:6]([C:4]3[CH:5]=[N:1][NH:2][CH:3]=3)=[CH:7][CH:8]=2)=[O:12])[CH2:20]1, predict the reactants needed to synthesize it. The reactants are: [NH:1]1[CH:5]=[C:4]([C:6]2[S:10][C:9]([C:11]([NH:13][C:14]3[N:18]([CH:19]4[CH2:24][CH2:23][CH2:22][N:21](C(OC(C)(C)C)=O)[CH2:20]4)[C:17]4[CH:32]=[CH:33][CH:34]=[CH:35][C:16]=4[N:15]=3)=[O:12])=[CH:8][CH:7]=2)[CH:3]=[N:2]1.C(O)(C(F)(F)F)=O.C([O-])(O)=O.[Na+]. (3) Given the product [CH3:43][CH:44]([C:49]1[CH:54]=[CH:53][CH:52]=[CH:51][C:50]=1[NH:55][C:40]([C:39]1[CH:38]=[CH:37][O:36][C:35]=1[I:34])=[O:42])[CH2:45][CH:46]([CH3:47])[CH3:48], predict the reactants needed to synthesize it. The reactants are: C(N(CC)C(C)C)(C)C.F[P-](F)(F)(F)(F)F.Br[P+](N1CCCC1)(N1CCCC1)N1CCCC1.[I:34][C:35]1[O:36][CH:37]=[CH:38][C:39]=1[C:40]([OH:42])=O.[CH3:43][CH:44]([C:49]1[CH:54]=[CH:53][CH:52]=[CH:51][C:50]=1[NH2:55])[CH2:45][CH:46]([CH3:48])[CH3:47].